Dataset: Forward reaction prediction with 1.9M reactions from USPTO patents (1976-2016). Task: Predict the product of the given reaction. (1) Given the reactants [C:1](Cl)(=[O:4])[CH:2]=[CH2:3].[NH:6]1[C:14]2[C:9](=[CH:10][CH:11]=[CH:12][CH:13]=2)[C:8]([C:15]2[C:20]([CH3:21])=[CH:19][N:18]=[C:17]([NH:22][C:23]3[CH:24]=[C:25]([NH2:38])[C:26]([N:31]4[CH2:36][CH2:35][N:34]([CH3:37])[CH2:33][CH2:32]4)=[CH:27][C:28]=3[O:29][CH3:30])[N:16]=2)=[CH:7]1.CCN(C(C)C)C(C)C, predict the reaction product. The product is: [NH:6]1[C:14]2[C:9](=[CH:10][CH:11]=[CH:12][CH:13]=2)[C:8]([C:15]2[C:20]([CH3:21])=[CH:19][N:18]=[C:17]([NH:22][C:23]3[C:28]([O:29][CH3:30])=[CH:27][C:26]([N:31]4[CH2:32][CH2:33][N:34]([CH3:37])[CH2:35][CH2:36]4)=[C:25]([NH:38][C:1](=[O:4])[CH:2]=[CH2:3])[CH:24]=3)[N:16]=2)=[CH:7]1. (2) Given the reactants Br[C:2]1[C:10]2[O:9][C:8]([CH2:11][N:12]3[C:20](=[O:21])[C:19]4[C:14](=[CH:15][CH:16]=[CH:17][CH:18]=4)[C:13]3=[O:22])=[CH:7][C:6]=2[CH:5]=[C:4]([Cl:23])[CH:3]=1.C(=O)([O-])[O-].[K+].[K+].[C:30]1(B(O)O)[CH:35]=[CH:34][CH:33]=[CH:32][CH:31]=1, predict the reaction product. The product is: [Cl:23][C:4]1[CH:3]=[C:2]([C:30]2[CH:35]=[CH:34][CH:33]=[CH:32][CH:31]=2)[C:10]2[O:9][C:8]([CH2:11][N:12]3[C:20](=[O:21])[C:19]4[C:14](=[CH:15][CH:16]=[CH:17][CH:18]=4)[C:13]3=[O:22])=[CH:7][C:6]=2[CH:5]=1. (3) Given the reactants [F:1][C:2]([F:29])([F:28])[C@@:3]([CH2:18][NH:19][C@@H](C1C=CC=CC=1)C)([OH:17])[CH2:4][C:5]([C:8]1[CH:13]=[C:12]([F:14])[CH:11]=[CH:10][C:9]=1[O:15][CH3:16])([CH3:7])[CH3:6], predict the reaction product. The product is: [NH2:19][CH2:18][C@:3]([OH:17])([CH2:4][C:5]([C:8]1[CH:13]=[C:12]([F:14])[CH:11]=[CH:10][C:9]=1[O:15][CH3:16])([CH3:7])[CH3:6])[C:2]([F:29])([F:28])[F:1]. (4) The product is: [CH2:17]([O:24][C:25]1[CH:33]=[CH:32][CH:31]=[CH:30][C:26]=1[C:27]1[O:14][C:13]([C:3]2[C:4]([C:7]3[CH:12]=[CH:11][CH:10]=[CH:9][CH:8]=3)=[N:5][O:6][C:2]=2[CH3:1])=[N:15][N:16]=1)[C:18]1[CH:19]=[CH:20][CH:21]=[CH:22][CH:23]=1. Given the reactants [CH3:1][C:2]1[O:6][N:5]=[C:4]([C:7]2[CH:12]=[CH:11][CH:10]=[CH:9][CH:8]=2)[C:3]=1[C:13]([NH:15][NH2:16])=[O:14].[CH2:17]([O:24][C:25]1[CH:33]=[CH:32][CH:31]=[CH:30][C:26]=1[C:27](O)=O)[C:18]1[CH:23]=[CH:22][CH:21]=[CH:20][CH:19]=1, predict the reaction product.